Dataset: Peptide-MHC class II binding affinity with 134,281 pairs from IEDB. Task: Regression. Given a peptide amino acid sequence and an MHC pseudo amino acid sequence, predict their binding affinity value. This is MHC class II binding data. (1) The MHC is DRB1_0801 with pseudo-sequence DRB1_0801. The peptide sequence is KKMNISVIMLLVSGWNS. The binding affinity (normalized) is 0.403. (2) The peptide sequence is AFKVAATAANAAPAQ. The MHC is DRB1_0701 with pseudo-sequence DRB1_0701. The binding affinity (normalized) is 0.815. (3) The peptide sequence is NSFKPFAEYKSDYVY. The MHC is HLA-DPA10103-DPB10301 with pseudo-sequence HLA-DPA10103-DPB10301. The binding affinity (normalized) is 0. (4) The peptide sequence is GKNERELATLHHLNP. The MHC is DRB3_0101 with pseudo-sequence DRB3_0101. The binding affinity (normalized) is 0.0612. (5) The peptide sequence is IDLTKIDRCFQLRGNGV. The MHC is HLA-DQA10401-DQB10402 with pseudo-sequence HLA-DQA10401-DQB10402. The binding affinity (normalized) is 0.0501.